Task: Regression. Given a peptide amino acid sequence and an MHC pseudo amino acid sequence, predict their binding affinity value. This is MHC class I binding data.. Dataset: Peptide-MHC class I binding affinity with 185,985 pairs from IEDB/IMGT (1) The peptide sequence is APPKGTEVF. The MHC is H-2-Ld with pseudo-sequence H-2-Ld. The binding affinity (normalized) is 0. (2) The peptide sequence is YLDNVGVHI. The MHC is HLA-A30:01 with pseudo-sequence HLA-A30:01. The binding affinity (normalized) is 0.213. (3) The peptide sequence is YLIPSVTSL. The MHC is HLA-A02:01 with pseudo-sequence HLA-A02:01. The binding affinity (normalized) is 0.939. (4) The peptide sequence is LPFYETLPEL. The MHC is HLA-B54:01 with pseudo-sequence HLA-B54:01. The binding affinity (normalized) is 0.686. (5) The peptide sequence is RPGGKKHYM. The MHC is HLA-B42:01 with pseudo-sequence HLA-B42:01. The binding affinity (normalized) is 0.820. (6) The peptide sequence is EDAQPGLLSY. The MHC is HLA-A24:02 with pseudo-sequence HLA-A24:02. The binding affinity (normalized) is 0. (7) The peptide sequence is HPQKVTKFM. The MHC is HLA-B53:01 with pseudo-sequence HLA-B53:01. The binding affinity (normalized) is 0.135. (8) The peptide sequence is YSKNFWTDV. The MHC is Mamu-A02 with pseudo-sequence Mamu-A02. The binding affinity (normalized) is 0.495.